This data is from Catalyst prediction with 721,799 reactions and 888 catalyst types from USPTO. The task is: Predict which catalyst facilitates the given reaction. (1) Reactant: [CH2:1]([N:8]([CH2:31][CH2:32][CH2:33][CH2:34][CH2:35][CH3:36])[C:9](=[O:30])[CH2:10][C:11]1[CH:28]=[CH:27][C:14]([O:15][CH2:16][C:17]2[CH:26]=[CH:25][CH:24]=[CH:23][C:18]=2[C:19]([O:21]C)=[O:20])=[C:13]([F:29])[CH:12]=1)[C:2]1[CH:7]=[CH:6][CH:5]=[CH:4][CH:3]=1.[OH-].[Li+].Cl. Product: [CH2:1]([N:8]([CH2:31][CH2:32][CH2:33][CH2:34][CH2:35][CH3:36])[C:9](=[O:30])[CH2:10][C:11]1[CH:28]=[CH:27][C:14]([O:15][CH2:16][C:17]2[CH:26]=[CH:25][CH:24]=[CH:23][C:18]=2[C:19]([OH:21])=[O:20])=[C:13]([F:29])[CH:12]=1)[C:2]1[CH:7]=[CH:6][CH:5]=[CH:4][CH:3]=1. The catalyst class is: 20. (2) The catalyst class is: 26. Reactant: [CH3:1][C:2]1[S:6][C:5]([CH2:7][CH2:8][C:9]([OH:11])=O)=[CH:4][CH:3]=1. Product: [CH3:1][C:2]1[S:6][C:5]2[CH2:7][CH2:8][C:9](=[O:11])[C:4]=2[CH:3]=1.